Dataset: Catalyst prediction with 721,799 reactions and 888 catalyst types from USPTO. Task: Predict which catalyst facilitates the given reaction. (1) Reactant: O[CH2:2][C:3]1[CH:30]=[CH:29][C:6]2[N:7]([CH2:24][CH2:25][CH:26]([CH3:28])[CH3:27])[C:8]([CH2:10][N:11]3[C:15]4[CH:16]=[CH:17][CH:18]=[CH:19][C:14]=4[N:13]([CH:20]([CH3:22])[CH3:21])[C:12]3=[O:23])=[N:9][C:5]=2[CH:4]=1.CCN(S(F)(F)[F:37])CC. Product: [F:37][CH2:2][C:3]1[CH:30]=[CH:29][C:6]2[N:7]([CH2:24][CH2:25][CH:26]([CH3:28])[CH3:27])[C:8]([CH2:10][N:11]3[C:15]4[CH:16]=[CH:17][CH:18]=[CH:19][C:14]=4[N:13]([CH:20]([CH3:22])[CH3:21])[C:12]3=[O:23])=[N:9][C:5]=2[CH:4]=1. The catalyst class is: 2. (2) Reactant: [CH2:1]([NH2:4])[CH:2]=[CH2:3].[CH3:5][C:6]([O:9][C:10](O[C:10]([O:9][C:6]([CH3:8])([CH3:7])[CH3:5])=[O:11])=[O:11])([CH3:8])[CH3:7]. Product: [CH2:1]([NH:4][C:10](=[O:11])[O:9][C:6]([CH3:8])([CH3:7])[CH3:5])[CH:2]=[CH2:3]. The catalyst class is: 2. (3) Reactant: [CH2:1]([O:3][C:4](=[O:17])/[CH:5]=[C:6](/[O:8][C:9]1[CH:14]=[CH:13][C:12]([Cl:15])=[CH:11][C:10]=1[Cl:16])\[CH3:7])[CH3:2].[Br:18]N1C(=O)CCC1=O.C(OOC(=O)C1C=CC=CC=1)(=O)C1C=CC=CC=1. Product: [CH2:1]([O:3][C:4](=[O:17])/[CH:5]=[C:6](/[O:8][C:9]1[CH:14]=[CH:13][C:12]([Cl:15])=[CH:11][C:10]=1[Cl:16])\[CH2:7][Br:18])[CH3:2]. The catalyst class is: 53.